From a dataset of Full USPTO retrosynthesis dataset with 1.9M reactions from patents (1976-2016). Predict the reactants needed to synthesize the given product. (1) The reactants are: [C:1]([O:5][C:6](=[O:32])[N:7]([C@H:11]1[CH2:19][CH2:18][CH2:17][C@H:16]([CH2:20][C:21]2[CH:26]=[CH:25][C:24]([O:27][CH3:28])=[CH:23][CH:22]=2)[C@@H:15]([OH:29])[C@H:14]([CH3:30])[O:13][C:12]1=[O:31])[CH2:8][O:9][CH3:10])([CH3:4])([CH3:3])[CH3:2].[CH3:33][C:34](=[O:37])[C:35]#[CH:36]. Given the product [C:1]([O:5][C:6](=[O:32])[N:7]([C@H:11]1[CH2:19][CH2:18][CH2:17][C@H:16]([CH2:20][C:21]2[CH:26]=[CH:25][C:24]([O:27][CH3:28])=[CH:23][CH:22]=2)[C@@H:15]([O:29][CH:36]=[CH:35][C:34](=[O:37])[CH3:33])[C@H:14]([CH3:30])[O:13][C:12]1=[O:31])[CH2:8][O:9][CH3:10])([CH3:2])([CH3:4])[CH3:3], predict the reactants needed to synthesize it. (2) The reactants are: [Br:1][C:2]1[N:9]=[CH:8][CH:7]=[C:6](Br)[C:3]=1[C:4]#[N:5].[CH3:11][C@H:12]([NH2:21])[CH2:13][CH2:14][C:15]1[CH:20]=[CH:19][CH:18]=[CH:17][CH:16]=1.CCN(C(C)C)C(C)C. Given the product [Br:1][C:2]1[N:9]=[CH:8][CH:7]=[C:6]([NH:21][C@H:12]([CH2:13][CH2:14][C:15]2[CH:20]=[CH:19][CH:18]=[CH:17][CH:16]=2)[CH3:11])[C:3]=1[C:4]#[N:5], predict the reactants needed to synthesize it. (3) Given the product [CH3:36][O:35][C:17]1[CH:16]=[C:15]([CH:34]=[CH:33][C:18]=1[O:19][CH2:20][C:21]1[N:22]=[C:23]([C:27]2[CH:32]=[CH:31][CH:30]=[CH:29][CH:28]=2)[O:24][C:25]=1[CH3:26])[CH2:14][O:1][C:2]1[C:6]([C:7]([O:9][CH2:10][CH3:11])=[O:8])=[CH:5][N:4]([CH3:12])[N:3]=1, predict the reactants needed to synthesize it. The reactants are: [OH:1][C:2]1[C:6]([C:7]([O:9][CH2:10][CH3:11])=[O:8])=[CH:5][N:4]([CH3:12])[N:3]=1.Cl[CH2:14][C:15]1[CH:34]=[CH:33][C:18]([O:19][CH2:20][C:21]2[N:22]=[C:23]([C:27]3[CH:32]=[CH:31][CH:30]=[CH:29][CH:28]=3)[O:24][C:25]=2[CH3:26])=[C:17]([O:35][CH3:36])[CH:16]=1.C(=O)([O-])[O-].[K+].[K+].Cl. (4) Given the product [NH2:35][C:30]1[CH:31]=[CH:32][CH:33]=[CH:34][C:29]=1[N:36]([NH:21][C:18]1[CH:19]=[CH:20][C:15]([N:14]([CH3:22])[CH3:13])=[CH:16][CH:17]=1)[C:1](=[O:11])[C:2]1[CH:10]=[CH:9][C:5]([C:6]([NH2:23])=[O:7])=[CH:4][CH:3]=1, predict the reactants needed to synthesize it. The reactants are: [C:1](Cl)(=[O:11])[C:2]1[CH:10]=[CH:9][C:5]([C:6](Cl)=[O:7])=[CH:4][CH:3]=1.[CH3:13][N:14]([CH3:22])[C:15]1[CH:20]=[CH:19][C:18]([NH2:21])=[CH:17][CH:16]=1.[N:23]1C=CC=CC=1.[C:29]1([NH2:36])[CH:34]=[CH:33][CH:32]=[CH:31][C:30]=1[NH2:35]. (5) Given the product [CH2:1]([O:3][C:4](=[O:11])[CH:5]([Cl:15])[C:6](=[O:10])[CH2:7][CH2:8][CH3:9])[CH3:2], predict the reactants needed to synthesize it. The reactants are: [CH2:1]([O:3][C:4](=[O:11])[CH2:5][C:6](=[O:10])[CH2:7][CH2:8][CH3:9])[CH3:2].S(Cl)([Cl:15])(=O)=O.C([O-])(O)=O.[Na+]. (6) The reactants are: [CH3:1][C:2]1[CH:7]=[C:6]([CH3:8])[CH:5]=[C:4]([CH3:9])[C:3]=1[NH:10][C:11]([NH:13][C:14]1[C:15]([C:24]([NH:26][C:27]2([C:35]([O:37]C)=[O:36])[CH2:34][CH2:33][CH2:32][CH2:31][CH2:30][CH2:29][CH2:28]2)=[O:25])=[N:16][C:17]2[C:22]([CH:23]=1)=[CH:21][CH:20]=[CH:19][CH:18]=2)=[O:12].Cl. Given the product [CH3:1][C:2]1[CH:7]=[C:6]([CH3:8])[CH:5]=[C:4]([CH3:9])[C:3]=1[NH:10][C:11]([NH:13][C:14]1[C:15]([C:24]([NH:26][C:27]2([C:35]([OH:37])=[O:36])[CH2:34][CH2:33][CH2:32][CH2:31][CH2:30][CH2:29][CH2:28]2)=[O:25])=[N:16][C:17]2[C:22]([CH:23]=1)=[CH:21][CH:20]=[CH:19][CH:18]=2)=[O:12], predict the reactants needed to synthesize it.